Dataset: Forward reaction prediction with 1.9M reactions from USPTO patents (1976-2016). Task: Predict the product of the given reaction. (1) Given the reactants COC1C=CC2C(=CC=CC=2)C=1.[C:13]([C:16]1[CH:21]=[CH:20][C:19]([O:22]CC)=[CH:18][CH:17]=1)([OH:15])=[O:14], predict the reaction product. The product is: [OH:22][C:19]1[CH:20]=[CH:21][C:16]([C:13]([OH:15])=[O:14])=[CH:17][CH:18]=1. (2) Given the reactants Br[CH2:2][C:3]1[C:8]([S:9][CH3:10])=[CH:7][CH:6]=[CH:5][C:4]=1[N:11]1[C:15](=[O:16])[N:14]([CH3:17])[N:13]=[N:12]1.[Cl:18][C:19]1[CH:24]=[CH:23][C:22]([N:25]2[CH:29]=[CH:28][C:27]([OH:30])=[N:26]2)=[CH:21][CH:20]=1.C(=O)([O-])[O-].[K+].[K+].C(#N)C, predict the reaction product. The product is: [Cl:18][C:19]1[CH:20]=[CH:21][C:22]([N:25]2[CH:29]=[CH:28][C:27]([O:30][CH2:2][C:3]3[C:8]([S:9][CH3:10])=[CH:7][CH:6]=[CH:5][C:4]=3[N:11]3[C:15](=[O:16])[N:14]([CH3:17])[N:13]=[N:12]3)=[N:26]2)=[CH:23][CH:24]=1. (3) Given the reactants [ClH:1].[CH3:2][O:3][C:4]1[CH:5]=[C:6](/[C:12](=[CH:15]/[C:16]2[CH:17]=[N:18][C:19]([O:22][CH3:23])=[CH:20][CH:21]=2)/[C:13]#[N:14])[CH:7]=[CH:8][C:9]=1[O:10][CH3:11], predict the reaction product. The product is: [ClH:1].[CH3:2][O:3][C:4]1[CH:5]=[C:6](/[C:12](=[CH:15]/[C:16]2[CH:17]=[N:18][C:19]([O:22][CH3:23])=[CH:20][CH:21]=2)/[C:13]#[N:14])[CH:7]=[CH:8][C:9]=1[O:10][CH3:11]. (4) Given the reactants [C:1]([N:8]1[CH2:14][CH2:13][CH2:12][N:11]([C:15]2[CH:20]=[CH:19][C:18]([N+:21]([O-])=O)=[CH:17][CH:16]=2)[CH2:10][CH2:9]1)([O:3][C:4]([CH3:7])([CH3:6])[CH3:5])=[O:2], predict the reaction product. The product is: [NH2:21][C:18]1[CH:19]=[CH:20][C:15]([N:11]2[CH2:12][CH2:13][CH2:14][N:8]([C:1]([O:3][C:4]([CH3:7])([CH3:6])[CH3:5])=[O:2])[CH2:9][CH2:10]2)=[CH:16][CH:17]=1.